This data is from Full USPTO retrosynthesis dataset with 1.9M reactions from patents (1976-2016). The task is: Predict the reactants needed to synthesize the given product. Given the product [CH3:20][C:18]1[N:19]=[C:5]2[C:4]([O:3][CH2:23][CH:24]=[C:25]([CH3:27])[CH3:26])=[CH:9][C:8]([N:10]3[CH:15]=[CH:14][CH:13]=[CH:12][C:11]3=[O:16])=[CH:7][N:6]2[C:17]=1[CH3:21], predict the reactants needed to synthesize it. The reactants are: [H-].[Na+].[OH:3][C:4]1[C:5]2[N:6]([C:17]([CH3:21])=[C:18]([CH3:20])[N:19]=2)[CH:7]=[C:8]([N:10]2[CH:15]=[CH:14][CH:13]=[CH:12][C:11]2=[O:16])[CH:9]=1.Br[CH2:23][CH:24]=[C:25]([CH3:27])[CH3:26].